From a dataset of Full USPTO retrosynthesis dataset with 1.9M reactions from patents (1976-2016). Predict the reactants needed to synthesize the given product. (1) Given the product [CH2:13]([O:14][C:15](=[O:16])[C@@H:17]([NH:19][C:2]1[CH:11]=[CH:10][CH:9]=[C:8]2[C:3]=1[CH:4]=[CH:5][N:6]=[CH:7]2)[CH3:18])[CH3:12], predict the reactants needed to synthesize it. The reactants are: Br[C:2]1[CH:11]=[CH:10][CH:9]=[C:8]2[C:3]=1[CH:4]=[CH:5][N:6]=[CH:7]2.[CH3:12][CH2:13][O:14][C:15]([CH:17]([NH2:19])[CH3:18])=[O:16].Cl.C([O-])([O-])=O.[Cs+].[Cs+].CC(C1C=C(C(C)C)C(C2C(P(C3CCCCC3)C3CCCCC3)=C(OC)C=CC=2OC)=C(C(C)C)C=1)C. (2) Given the product [OH:8][C:9]1[CH:14]=[CH:13][C:12]([O:15][CH2:16][CH3:17])=[CH:11][C:10]=1[CH2:18][C:19]([O:21][CH3:22])=[O:20], predict the reactants needed to synthesize it. The reactants are: C([O:8][C:9]1[CH:14]=[CH:13][C:12]([O:15][CH2:16][CH3:17])=[CH:11][C:10]=1[CH2:18][C:19]([O:21][CH3:22])=[O:20])C1C=CC=CC=1. (3) Given the product [CH3:1][C:2]1[N:3]([CH3:15])[C:4]2[C:5]([N:14]=1)=[C:6]1[C:11](=[CH:12][CH:13]=2)[NH:10][CH2:9][CH2:8][CH2:7]1, predict the reactants needed to synthesize it. The reactants are: [CH3:1][C:2]1[N:3]([CH3:15])[C:4]2[C:5]([N:14]=1)=[C:6]1[C:11](=[CH:12][CH:13]=2)[N:10]=[CH:9][CH:8]=[CH:7]1. (4) Given the product [CH3:14][S:15]([O:1][C@@H:2]1[CH2:6][CH2:5][N:4]([C:7]([O:9][C:10]([CH3:13])([CH3:12])[CH3:11])=[O:8])[CH2:3]1)(=[O:17])=[O:16], predict the reactants needed to synthesize it. The reactants are: [OH:1][C@@H:2]1[CH2:6][CH2:5][N:4]([C:7]([O:9][C:10]([CH3:13])([CH3:12])[CH3:11])=[O:8])[CH2:3]1.[CH3:14][S:15](Cl)(=[O:17])=[O:16]. (5) Given the product [NH2:5][C:6]1[N:15]=[C:14]([NH2:16])[C:13]2[C:8](=[CH:9][CH:10]=[C:11]([I:17])[CH:12]=2)[N:7]=1, predict the reactants needed to synthesize it. The reactants are: N([O-])=O.[Na+].[NH2:5][C:6]1[N:15]=[C:14]([NH2:16])[C:13]2[C:8](=[CH:9][CH:10]=[CH:11][CH:12]=2)[N:7]=1.[I-:17].[K+].N.